This data is from Forward reaction prediction with 1.9M reactions from USPTO patents (1976-2016). The task is: Predict the product of the given reaction. (1) Given the reactants [CH3:1][NH2:2].[F:3][C:4]([F:26])([C:22]([F:25])([F:24])[F:23])[CH2:5][CH2:6][CH2:7][CH2:8][CH2:9][CH2:10]C1C=C(C)C=CC=1S([O-])(=O)=O, predict the reaction product. The product is: [CH3:1][NH:2][CH2:10][CH2:9][CH2:8][CH2:7][CH2:6][CH2:5][C:4]([F:26])([F:3])[C:22]([F:25])([F:24])[F:23]. (2) Given the reactants [NH:1]1[CH2:6][CH2:5][CH:4]=[CH:3][CH2:2]1.[CH3:7][N:8]([CH3:21])[C:9]1[CH:10]=[CH:11][C:12]2[N:13]([CH:15]=[C:16]([C:18](O)=[O:19])[N:17]=2)[CH:14]=1.Cl.CN(C)CCCN=C=NCC, predict the reaction product. The product is: [N:1]1([C:18]([C:16]2[N:17]=[C:12]3[CH:11]=[CH:10][C:9]([N:8]([CH3:7])[CH3:21])=[CH:14][N:13]3[CH:15]=2)=[O:19])[CH2:6][CH2:5][CH:4]=[CH:3][CH2:2]1. (3) The product is: [CH3:1][C:2]1[N:3]([CH2:29][C:30]([OH:32])=[O:31])[C:4]2[CH2:5][CH2:6][C:7]([CH3:28])([CH3:27])[CH2:8][C:9]=2[C:10]=1[C:11](=[O:26])[C:12]1[CH:13]=[CH:14][C:15]([S:18]([N:21]2[CH2:22][CH2:23][CH2:24][CH2:25]2)(=[O:20])=[O:19])=[CH:16][CH:17]=1. Given the reactants [CH3:1][C:2]1[N:3]([CH2:29][C:30]([O:32]CC)=[O:31])[C:4]2[CH2:5][CH2:6][C:7]([CH3:28])([CH3:27])[CH2:8][C:9]=2[C:10]=1[C:11](=[O:26])[C:12]1[CH:17]=[CH:16][C:15]([S:18]([N:21]2[CH2:25][CH2:24][CH2:23][CH2:22]2)(=[O:20])=[O:19])=[CH:14][CH:13]=1.[Li+].[OH-], predict the reaction product. (4) Given the reactants [Cl:1][C:2]1[S:6][C:5]([C:7]([O:9][CH3:10])=[O:8])=[CH:4][C:3]=1/[C:11](/[N:14]([CH2:17][CH3:18])[N:15]=[CH2:16])=[CH:12]/C.[Cl:19]N1C(=O)CCC1=O, predict the reaction product. The product is: [Cl:1][C:2]1[S:6][C:5]([C:7]([O:9][CH3:10])=[O:8])=[CH:4][C:3]=1[C:11]1[N:14]([CH2:17][CH3:18])[N:15]=[CH:16][C:12]=1[Cl:19]. (5) The product is: [C:1]1([C@H:13]2[CH2:17][CH2:16][C@H:15]([NH:18][C:20]3[CH:27]=[CH:26][C:23]([C:24]#[N:25])=[CH:22][N:21]=3)[CH2:14]2)[C:5]2=[C:6]3[CH:12]=[CH:11][NH:10][C:7]3=[N:8][CH:9]=[C:4]2[NH:3][N:2]=1. Given the reactants [C:1]1([CH:13]2[CH2:17][CH2:16][C@H:15]([NH2:18])[CH2:14]2)[C:5]2=[C:6]3[CH:12]=[CH:11][NH:10][C:7]3=[N:8][CH:9]=[C:4]2[NH:3][N:2]=1.Cl[C:20]1[CH:27]=[CH:26][C:23]([C:24]#[N:25])=[CH:22][N:21]=1.CCN(C(C)C)C(C)C, predict the reaction product.